Dataset: NCI-60 drug combinations with 297,098 pairs across 59 cell lines. Task: Regression. Given two drug SMILES strings and cell line genomic features, predict the synergy score measuring deviation from expected non-interaction effect. (1) Drug 1: CC(C1=C(C=CC(=C1Cl)F)Cl)OC2=C(N=CC(=C2)C3=CN(N=C3)C4CCNCC4)N. Drug 2: CCC(=C(C1=CC=CC=C1)C2=CC=C(C=C2)OCCN(C)C)C3=CC=CC=C3.C(C(=O)O)C(CC(=O)O)(C(=O)O)O. Cell line: OVCAR-8. Synergy scores: CSS=15.2, Synergy_ZIP=5.32, Synergy_Bliss=14.8, Synergy_Loewe=11.0, Synergy_HSA=13.4. (2) Drug 2: CN1C=C(C=N1)C2=C3N=C(C(=C(N3N=C2)N)Br)C4CCCNC4. Drug 1: COCCOC1=C(C=C2C(=C1)C(=NC=N2)NC3=CC=CC(=C3)C#C)OCCOC. Cell line: SK-OV-3. Synergy scores: CSS=75.5, Synergy_ZIP=6.44, Synergy_Bliss=6.39, Synergy_Loewe=5.59, Synergy_HSA=10.2. (3) Drug 1: CC1C(C(CC(O1)OC2CC(CC3=C2C(=C4C(=C3O)C(=O)C5=C(C4=O)C(=CC=C5)OC)O)(C(=O)C)O)N)O.Cl. Drug 2: C1=CC(=CC=C1C#N)C(C2=CC=C(C=C2)C#N)N3C=NC=N3. Cell line: A549. Synergy scores: CSS=16.8, Synergy_ZIP=-5.47, Synergy_Bliss=-2.83, Synergy_Loewe=-32.8, Synergy_HSA=-3.69. (4) Drug 1: CC1OCC2C(O1)C(C(C(O2)OC3C4COC(=O)C4C(C5=CC6=C(C=C35)OCO6)C7=CC(=C(C(=C7)OC)O)OC)O)O. Drug 2: CCC1(CC2CC(C3=C(CCN(C2)C1)C4=CC=CC=C4N3)(C5=C(C=C6C(=C5)C78CCN9C7C(C=CC9)(C(C(C8N6C=O)(C(=O)OC)O)OC(=O)C)CC)OC)C(=O)OC)O.OS(=O)(=O)O. Cell line: BT-549. Synergy scores: CSS=43.7, Synergy_ZIP=0.215, Synergy_Bliss=0.355, Synergy_Loewe=0.877, Synergy_HSA=3.19. (5) Drug 1: C1CC(=O)NC(=O)C1N2CC3=C(C2=O)C=CC=C3N. Drug 2: C(CCl)NC(=O)N(CCCl)N=O. Cell line: SF-295. Synergy scores: CSS=11.1, Synergy_ZIP=-2.89, Synergy_Bliss=1.53, Synergy_Loewe=3.37, Synergy_HSA=3.40. (6) Drug 1: CC1C(C(CC(O1)OC2CC(OC(C2O)C)OC3=CC4=CC5=C(C(=O)C(C(C5)C(C(=O)C(C(C)O)O)OC)OC6CC(C(C(O6)C)O)OC7CC(C(C(O7)C)O)OC8CC(C(C(O8)C)O)(C)O)C(=C4C(=C3C)O)O)O)O. Drug 2: N.N.Cl[Pt+2]Cl. Cell line: A549. Synergy scores: CSS=63.2, Synergy_ZIP=-5.59, Synergy_Bliss=-7.38, Synergy_Loewe=-2.85, Synergy_HSA=-0.440.